This data is from Forward reaction prediction with 1.9M reactions from USPTO patents (1976-2016). The task is: Predict the product of the given reaction. (1) Given the reactants [CH3:1][O:2][N:3]([CH3:22])[C:4]([C:6]1[CH:21]=[CH:20][C:9]2[S:10][C:11]3[CH:19]=[CH:18][CH:17]=[CH:16][C:12]=3[C:13](Cl)=[N:14][C:8]=2[CH:7]=1)=[O:5].CN1[CH2:28][CH2:27][CH2:26][C:25]1=O.C([Mg]Cl)CCC, predict the reaction product. The product is: [CH3:1][O:2][N:3]([CH3:22])[C:4]([C:6]1[CH:21]=[CH:20][C:9]2[S:10][C:11]3[CH:19]=[CH:18][CH:17]=[CH:16][C:12]=3[C:13]([CH2:25][CH2:26][CH2:27][CH3:28])=[N:14][C:8]=2[CH:7]=1)=[O:5]. (2) The product is: [OH:1][C@H:2]([CH3:20])[CH2:3][CH2:4][CH2:5][CH2:6][N:7]1[C:16](=[O:17])[C:15]2[N:14]([CH2:30][O:29][CH2:27][CH3:28])[C:13]([Br:18])=[N:12][C:11]=2[N:10]([CH3:19])[C:8]1=[O:9]. Given the reactants [OH:1][C@H:2]([CH3:20])[CH2:3][CH2:4][CH2:5][CH2:6][N:7]1[C:16](=[O:17])[C:15]2[NH:14][C:13]([Br:18])=[N:12][C:11]=2[N:10]([CH3:19])[C:8]1=[O:9].C(=O)([O-])[O-].[K+].[K+].[CH2:27]([O:29][CH2:30]Cl)[CH3:28], predict the reaction product. (3) Given the reactants COC(C1C=C(O)C2C(=C(OCC3C=CC=CC=3)C=CC=2)N=1)=O.C[O:25][C:26]([C:28]1[CH:37]=[C:36]([OH:38])[C:35]2[C:30](=[C:31]([Br:42])[CH:32]=[C:33]([CH:39]([CH3:41])[CH3:40])[CH:34]=2)[N:29]=1)=[O:27], predict the reaction product. The product is: [Br:42][C:31]1[CH:32]=[C:33]([CH:39]([CH3:41])[CH3:40])[CH:34]=[C:35]2[C:30]=1[N:29]=[C:28]([C:26]([OH:27])=[O:25])[CH:37]=[C:36]2[OH:38].